Regression. Given a target protein amino acid sequence and a drug SMILES string, predict the binding affinity score between them. We predict pIC50 (pIC50 = -log10(IC50 in M); higher means more potent). Dataset: bindingdb_ic50. From a dataset of Drug-target binding data from BindingDB using IC50 measurements. (1) The drug is CC#Cc1cncc(-c2ccc3c(c2)[C@@]2(N=C(C)C(N)=N2)[C@]2(CC[C@H](OC)CC2)C3)c1. The target protein sequence is MAQALPWLLLWMGAGVLPAHGTQHGIRLPLRSGLGGAPLGLRLPRETDEEPEEPGRRGSFVEMVDNLRGKSGQGYYVEMTVGSPPQTLNILVDTGSSNFAVGAAPHPFLHRYYQRQLSSTYRDLRKGVYVPYTQGKWEGELGTDLVSIPHGPNVTVRANIAAITESDKFFINGSNWEGILGLAYAEIARPDDSLEPFFDSLVKQTHVPNLFSLQLCGAGFPLNQSEVLASVGGSMIIGGIDHSLYTGSLWYTPIRREWYYEVIIVRVEINGQDLKMDCKEYNYDKSIVDSGTTNLRLPKKVFEAAVKSIKAASSTEKFPDGFWLGEQLVCWQAGTTPWNIFPVISLYLMGEVTNQSFRITILPQQYLRPVEDVATSQDDCYKFAISQSSTGTVMGAVIMEGFYVVFDRARKRIGFAVSACHVHDEFRTAAVEGPFVTLDMEDCGYNIPQTDESTLMTIAY. The pIC50 is 8.9. (2) The drug is CC(C)(C)c1cc(C(=O)/C(C#N)=N/Nc2cccc(Cl)c2)no1. The target protein (Q8WZA2) has sequence MVAAHAAHSSSSAEWIACLDKRPLERSSEDVDIIFTRLKEVKAFEKFHPNLLHQICLCGYYENLEKGITLFRQGDIGTNWYAVLAGSLDVKVSETSSHQDAVTICTLGIGTAFGESILDNTPRHATIVTRESSELLRIEQKDFKALWEKYRQYMAGLLAPPYGVMETGSNNDRIPDKENTPLIEPHVPLRPANTITKVPSEKILRAGKILRNAILSRAPHMIRDRKYHLKTYRQCCVGTELVDWMMQQTPCVHSRTQAVGMWQVLLEDGVLNHVDQEHHFQDKYLFYRFLDDEHEDAPLPTEEEKKECDEELQDTMLLLSQMGPDAHMRMILRKPPGQRTVDDLEIIYEELLHIKALSHLSTTVKRELAGVLIFESHAKGGTVLFNQGEEGTSWYIILKGSVNVVIYGKGVVCTLHEGDDFGKLALVNDAPRAASIVLREDNCHFLRVDKEDFNRILRDVEANTVRLKEHDQDVLVLEKVPAGNRASNQGNSQPQQKYTV.... The pIC50 is 5.0. (3) The target protein (P9WHV7) has sequence MTAHRSVLLVVHTGRDEATETARRVEKVLGDNKIALRVLSAEAVDRGSLHLAPDDMRAMGVEIEVVDADQHAADGCELVLVLGGDGTFLRAAELARNASIPVLGVNLGRIGFLAEAEAEAIDAVLEHVVAQDYRVEDRLTLDVVVRQGGRIVNRGWALNEVSLEKGPRLGVLGVVVEIDGRPVSAFGCDGVLVSTPTGSTAYAFSAGGPVLWPDLEAILVVPNNAHALFGRPMVTSPEATIAIEIEADGHDALVFCDGRREMLIPAGSRLEVTRCVTSVKWARLDSAPFTDRLVRKFRLPVTGWRGK. The drug is Nc1ncnc2c1ncn2[C@@H]1O[C@H](CSSC[C@H]2O[C@@H](n3c(Br)nc4c(N)ncnc43)[C@H](O)[C@@H]2O)[C@@H](O)[C@H]1O. The pIC50 is 4.8. (4) The compound is O=C(CNCc1ccccc1)NC(c1cccc(F)c1)c1cc(Cl)c2cccnc2c1O. The target protein (Q9UNA0) has sequence MLLGWASLLLCAFRLPLAAVGPAATPAQDKAGQPPTAAAAAQPRRRQGEEVQERAEPPGHPHPLAQRRRSKGLVQNIDQLYSGGGKVGYLVYAGGRRFLLDLERDGSVGIAGFVPAGGGTSAPWRHRSHCFYRGTVDGSPRSLAVFDLCGGLDGFFAVKHARYTLKPLLRGPWAEEEKGRVYGDGSARILHVYTREGFSFEALPPRASCETPASTPEAHEHAPAHSNPSGRAALASQLLDQSALSPAGGSGPQTWWRRRRRSISRARQVELLLVADASMARLYGRGLQHYLLTLASIANRLYSHASIENHIRLAVVKVVVLGDKDKSLEVSKNAATTLKNFCKWQHQHNQLGDDHEEHYDAAILFTREDLCGHHSCDTLGMADVGTICSPERSCAVIEDDGLHAAFTVAHEIGHLLGLSHDDSKFCEETFGSTEDKRLMSSILTSIDASKPWSKCTSATITEFLDDGHGNCLLDLPRKQILGPEELPGQTYDATQQCNLT.... The pIC50 is 5.8.